Predict the product of the given reaction. From a dataset of Forward reaction prediction with 1.9M reactions from USPTO patents (1976-2016). (1) Given the reactants [OH:1][CH2:2][CH2:3][C:4]1[CH:9]=[CH:8][C:7]([OH:10])=[CH:6][CH:5]=1.C(N(CC)CC)C.[C:18](Cl)(=[O:23])[C:19]([CH3:22])([CH3:21])[CH3:20], predict the reaction product. The product is: [OH:1][CH2:2][CH2:3][C:4]1[CH:9]=[CH:8][C:7]([O:10][C:18](=[O:23])[C:19]([CH3:22])([CH3:21])[CH3:20])=[CH:6][CH:5]=1. (2) Given the reactants COC1C=CC=CC=1C1N=CN=C(NC2C=C(CS(N)(=O)=O)C=CC=2)N=1.Cl[C:28]1[N:33]=[CH:32][N:31]=[C:30]([NH:34][C:35]2[CH:36]=[C:37]([CH2:41][S:42]([NH2:45])(=[O:44])=[O:43])[CH:38]=[CH:39][CH:40]=2)[N:29]=1.[C:46]([NH:49][C:50]1[CH:55]=[C:54]([F:56])[CH:53]=[CH:52][C:51]=1B(O)O)(=[O:48])[CH3:47], predict the reaction product. The product is: [F:56][C:54]1[CH:53]=[CH:52][C:51]([C:28]2[N:29]=[C:30]([NH:34][C:35]3[CH:40]=[CH:39][CH:38]=[C:37]([CH2:41][S:42](=[O:44])(=[O:43])[NH2:45])[CH:36]=3)[N:31]=[CH:32][N:33]=2)=[C:50]([NH:49][C:46](=[O:48])[CH3:47])[CH:55]=1. (3) Given the reactants N#N.[Br:3][C:4]1[CH:9]=[C:8](Br)[CH:7]=[CH:6][N:5]=1.[Li]CCCC.CN(C)[C:18](=[O:20])[CH3:19], predict the reaction product. The product is: [Br:3][C:4]1[CH:9]=[C:8]([C:18](=[O:20])[CH3:19])[CH:7]=[CH:6][N:5]=1. (4) Given the reactants CON(C)[C:4](=[O:6])[CH3:5].[Br:8][C:9]1[CH:10]=[C:11]([CH:15]=[CH:16][CH:17]=1)[CH2:12][Mg]Br, predict the reaction product. The product is: [Br:8][C:9]1[CH:10]=[C:11]([CH2:12][C:4](=[O:6])[CH3:5])[CH:15]=[CH:16][CH:17]=1. (5) The product is: [Cl:1][C:2]1[CH:7]=[C:6]([NH:8][C:9]([C:11]2[CH:16]=[C:15]([C:28]3[CH:29]=[N:30][CH:31]=[C:32]([CH3:34])[CH:33]=3)[CH:14]=[C:13]([CH3:26])[N:12]=2)=[O:10])[CH:5]=[CH:4][N:3]=1. Given the reactants [Cl:1][C:2]1[CH:7]=[C:6]([NH:8][C:9]([C:11]2[CH:16]=[C:15](B3OC(C)(C)C(C)(C)O3)[CH:14]=[C:13]([CH3:26])[N:12]=2)=[O:10])[CH:5]=[CH:4][N:3]=1.Br[C:28]1[CH:29]=[N:30][CH:31]=[C:32]([CH3:34])[CH:33]=1, predict the reaction product. (6) Given the reactants [C:1]([OH:11])(=[O:10])[C:2]1[NH:9][C:7](=[O:8])[NH:6][C:4](=[O:5])[CH:3]=1.[OH-].[Na+:13].CCO, predict the reaction product. The product is: [C:1]([O-:11])(=[O:10])[C:2]1[NH:9][C:7](=[O:8])[NH:6][C:4](=[O:5])[CH:3]=1.[Na+:13].